From a dataset of Full USPTO retrosynthesis dataset with 1.9M reactions from patents (1976-2016). Predict the reactants needed to synthesize the given product. (1) Given the product [CH2:1]([N:8]1[CH2:13][CH2:12][N:11]([C:19]2[CH:18]=[C:17]([Cl:22])[N:16]=[C:15]([NH2:14])[N:20]=2)[CH2:10][CH2:9]1)[C:2]1[CH:3]=[CH:4][CH:5]=[CH:6][CH:7]=1, predict the reactants needed to synthesize it. The reactants are: [CH2:1]([N:8]1[CH2:13][CH2:12][NH:11][CH2:10][CH2:9]1)[C:2]1[CH:7]=[CH:6][CH:5]=[CH:4][CH:3]=1.[NH2:14][C:15]1[N:20]=[C:19](Cl)[CH:18]=[C:17]([Cl:22])[N:16]=1.C([O-])([O-])=O.[Cs+].[Cs+]. (2) Given the product [NH:16]([C:12]1[N:11]=[C:10]([C:7]2[N:6]([CH3:27])[CH:5]=[N:9][CH:8]=2)[CH:15]=[CH:14][N:13]=1)[C:17]1[CH:22]=[CH:21][CH:20]=[CH:19][CH:18]=1, predict the reactants needed to synthesize it. The reactants are: C[O-].[Na+].C[C:5]1[NH:6][C:7]([C:10]2[CH:15]=[CH:14][N:13]=[C:12]([NH:16][C:17]3[CH:22]=[CH:21][C:20](S(=O)(=O)N)=[CH:19][CH:18]=3)[N:11]=2)=[CH:8][N:9]=1.[C:27](=O)(O)O.C1(NC(N)=N)C=CC=CC=1.